This data is from Full USPTO retrosynthesis dataset with 1.9M reactions from patents (1976-2016). The task is: Predict the reactants needed to synthesize the given product. (1) Given the product [C:2]([C:4]1[C:9]([C:10]2[CH:15]=[CH:14][CH:13]=[CH:12][C:11]=2[CH3:16])=[CH:8][C:7]([CH:17]([C:30]2[N:34]([CH3:35])[CH:33]=[N:32][CH:31]=2)[O:18][CH2:19][C:20]2[CH:21]=[CH:22][C:23]([C:24]([OH:26])=[O:25])=[CH:28][CH:29]=2)=[CH:6][CH:5]=1)#[N:3], predict the reactants needed to synthesize it. The reactants are: Cl.[C:2]([C:4]1[C:9]([C:10]2[CH:15]=[CH:14][CH:13]=[CH:12][C:11]=2[CH3:16])=[CH:8][C:7]([CH:17]([C:30]2[N:34]([CH3:35])[CH:33]=[N:32][CH:31]=2)[O:18][CH2:19][C:20]2[CH:29]=[CH:28][C:23]([C:24]([O:26]C)=[O:25])=[CH:22][CH:21]=2)=[CH:6][CH:5]=1)#[N:3].[Li+].[OH-].[Cl-].[NH4+]. (2) Given the product [N:1]1[CH:2]=[CH:3][C:4]([C:7]2[CH:8]=[CH:9][C:10]([CH2:11][N:12]3[CH:17]=[CH:16][CH:15]=[C:14]([OH:18])[C:13]3=[S:20])=[CH:21][CH:22]=2)=[CH:5][CH:6]=1, predict the reactants needed to synthesize it. The reactants are: [N:1]1[CH:6]=[CH:5][C:4]([C:7]2[CH:22]=[CH:21][C:10]([CH2:11][N:12]3[CH:17]=[CH:16][CH:15]=[C:14]([O:18]C)[C:13]3=[S:20])=[CH:9][CH:8]=2)=[CH:3][CH:2]=1.B(Br)(Br)Br. (3) Given the product [CH:1]1([CH2:4][O:5][C:6]2[CH:11]=[CH:10][C:9]([N:12]3[C:17](=[O:18])[C:16]4[NH:19][CH:20]=[CH:21][C:15]=4[N:14]=[C:13]3[S:22][CH2:25][CH2:26][O:27][CH2:28][CH2:29][O:30][CH2:31][CH3:32])=[CH:8][C:7]=2[CH3:23])[CH2:2][CH2:3]1, predict the reactants needed to synthesize it. The reactants are: [CH:1]1([CH2:4][O:5][C:6]2[CH:11]=[CH:10][C:9]([N:12]3[C:17](=[O:18])[C:16]4[NH:19][CH:20]=[CH:21][C:15]=4[NH:14][C:13]3=[S:22])=[CH:8][C:7]=2[CH3:23])[CH2:3][CH2:2]1.Br[CH2:25][CH2:26][O:27][CH2:28][CH2:29][O:30][CH2:31][CH3:32].[I-].[Na+].C(=O)([O-])O.[Na+]. (4) Given the product [Br:1][C:2]1[CH:3]=[N:4][CH:5]=[C:6]2[C:11]=1[N:10]=[C:9]([C:12]([N:44]1[CH2:45][C:42]([O:41][CH3:40])([CH3:46])[CH2:43]1)=[O:14])[CH:8]=[CH:7]2, predict the reactants needed to synthesize it. The reactants are: [Br:1][C:2]1[CH:3]=[N:4][CH:5]=[C:6]2[C:11]=1[N:10]=[C:9]([C:12]([OH:14])=O)[CH:8]=[CH:7]2.CN(C(ON1N=NC2C=CC=NC1=2)=[N+](C)C)C.F[P-](F)(F)(F)(F)F.Cl.[CH3:40][O:41][C:42]1([CH3:46])[CH2:45][NH:44][CH2:43]1.CCN(C(C)C)C(C)C. (5) Given the product [CH3:21][CH:20]([CH3:22])[CH2:19][C@@H:17]([NH:18][C:10]([C:8]1[O:9][C:5]2[CH:4]=[CH:3][C:2]([CH3:1])=[CH:13][C:6]=2[CH:7]=1)=[O:12])[C:16]([O:15][CH3:14])=[O:23], predict the reactants needed to synthesize it. The reactants are: [CH3:1][C:2]1[CH:3]=[CH:4][C:5]2[O:9][C:8]([C:10]([OH:12])=O)=[CH:7][C:6]=2[CH:13]=1.[CH3:14][O:15][C:16](=[O:23])[C@@H:17]([CH2:19][CH:20]([CH3:22])[CH3:21])[NH2:18].